Dataset: Catalyst prediction with 721,799 reactions and 888 catalyst types from USPTO. Task: Predict which catalyst facilitates the given reaction. (1) Reactant: Br[C:2]1[N:3]=[C:4]([NH2:7])[S:5][CH:6]=1.[O:8]1[CH:12]=[CH:11][CH:10]=[C:9]1B(O)O.CO.C([O-])(O)=O.[Na+]. Product: [O:8]1[CH:12]=[CH:11][CH:10]=[C:9]1[C:2]1[N:3]=[C:4]([NH2:7])[S:5][CH:6]=1. The catalyst class is: 3. (2) Reactant: [NH:1]1[CH:5]=[CH:4][C:3]([O:6][CH2:7][C:8]2[C:13]([CH3:14])=[CH:12][CH:11]=[CH:10][C:9]=2[N:15]2[C:19](=[O:20])[N:18]([CH3:21])[N:17]=[N:16]2)=[N:2]1.O[C:23]1[NH:24][C:25]2[CH:31]=[CH:30][CH:29]=[CH:28][C:26]=2[N:27]=1.P(Cl)(Cl)(Cl)=O. The catalyst class is: 6. Product: [CH3:21][N:18]1[C:19](=[O:20])[N:15]([C:9]2[CH:10]=[CH:11][CH:12]=[C:13]([CH3:14])[C:8]=2[CH2:7][O:6][C:3]2[CH:4]=[CH:5][N:1]([C:23]3[NH:27][C:26]4[CH:28]=[CH:29][CH:30]=[CH:31][C:25]=4[N:24]=3)[N:2]=2)[N:16]=[N:17]1. (3) Reactant: [NH2:1][C:2]1[CH:9]=[CH:8][C:5]([C:6]#[N:7])=[C:4]([C:10]([F:13])([F:12])[F:11])[C:3]=1[CH3:14].[C:15]([C:23]1[CH:28]=[CH:27][CH:26]=[CH:25][CH:24]=1)(=O)[C:16]1[CH:21]=[CH:20][CH:19]=[CH:18][CH:17]=1. Product: [C:16]1([C:15](=[N:1][C:2]2[CH:9]=[CH:8][C:5]([C:6]#[N:7])=[C:4]([C:10]([F:11])([F:12])[F:13])[C:3]=2[CH3:14])[C:23]2[CH:24]=[CH:25][CH:26]=[CH:27][CH:28]=2)[CH:21]=[CH:20][CH:19]=[CH:18][CH:17]=1. The catalyst class is: 11. (4) Reactant: [OH-].[K+].[N+:3]([C:6]1[CH:14]=[CH:13][CH:12]=[C:11]2[C:7]=1[CH:8]=[N:9][NH:10]2)([O-:5])=[O:4].[I:15]I. Product: [I:15][C:8]1[C:7]2[C:11](=[CH:12][CH:13]=[CH:14][C:6]=2[N+:3]([O-:5])=[O:4])[NH:10][N:9]=1. The catalyst class is: 3. (5) Reactant: [CH:1](NC(C)C)(C)C.C([Li])CCC.[F:13][C:14]1[CH:15]=[C:16]2[C:26]3[C:21](=[CH:22][N:23]=[C:24]([C:27]4[CH:28]=[N:29][CH:30]=[CH:31][CH:32]=4)[CH:25]=3)[N:20]([S:33]([C:36]3[CH:41]=[CH:40][C:39]([CH3:42])=[CH:38][CH:37]=3)(=[O:35])=[O:34])[C:17]2=[N:18][CH:19]=1.IC.[Cl-].[NH4+]. Product: [F:13][C:14]1[C:15]([CH3:1])=[C:16]2[C:26]3[C:21](=[CH:22][N:23]=[C:24]([C:27]4[CH:28]=[N:29][CH:30]=[CH:31][CH:32]=4)[CH:25]=3)[N:20]([S:33]([C:36]3[CH:37]=[CH:38][C:39]([CH3:42])=[CH:40][CH:41]=3)(=[O:35])=[O:34])[C:17]2=[N:18][CH:19]=1. The catalyst class is: 20. (6) Reactant: C1COCC1.[H-].[Al+3].[Li+].[H-].[H-].[H-].[N:12]([CH2:15][C:16]1[C:24]2[C:19](=[CH:20][CH:21]=[C:22]([Cl:25])[CH:23]=2)[NH:18][N:17]=1)=[N+]=[N-]. Product: [NH2:12][CH2:15][C:16]1[C:24]2[C:19](=[CH:20][CH:21]=[C:22]([Cl:25])[CH:23]=2)[NH:18][N:17]=1. The catalyst class is: 28. (7) Reactant: Cl[C:2]1[C:3]([F:18])=[CH:4][C:5]([N+:15]([O-:17])=[O:16])=[C:6]([N:8]2[CH2:13][CH2:12][CH:11]([CH3:14])[CH2:10][CH2:9]2)[CH:7]=1.[CH3:19][N:20]1[CH2:25][CH2:24][NH:23][CH2:22][CH2:21]1. Product: [F:18][C:3]1[CH:4]=[C:5]([N+:15]([O-:17])=[O:16])[C:6]([N:8]2[CH2:13][CH2:12][CH:11]([CH3:14])[CH2:10][CH2:9]2)=[CH:7][C:2]=1[N:23]1[CH2:24][CH2:25][N:20]([CH3:19])[CH2:21][CH2:22]1. The catalyst class is: 138. (8) Reactant: [F:1][C:2]1[CH:7]=[CH:6][C:5]([C:8](=O)[CH2:9][C:10]([O:12][CH2:13][CH3:14])=[O:11])=[CH:4][CH:3]=1.C[N:17]([CH:19](OC)OC)C.Cl.[C:25]([NH:29]N)([CH3:28])([CH3:27])[CH3:26]. Product: [C:25]([N:29]1[C:8]([C:5]2[CH:6]=[CH:7][C:2]([F:1])=[CH:3][CH:4]=2)=[C:9]([C:10]([O:12][CH2:13][CH3:14])=[O:11])[CH:19]=[N:17]1)([CH3:28])([CH3:27])[CH3:26]. The catalyst class is: 11. (9) Reactant: [C:1]([S:4][CH:5]([CH2:10][C:11]1[CH:16]=[CH:15][CH:14]=[CH:13][CH:12]=1)[CH2:6][C:7]([OH:9])=[O:8])(=[O:3])[CH3:2].C(Cl)CCl.[CH2:21](O)[C:22]1[CH:27]=[CH:26][CH:25]=[CH:24][CH:23]=1. Product: [CH2:21]([O:8][C:7](=[O:9])[CH2:6][CH:5]([S:4][C:1](=[O:3])[CH3:2])[CH2:10][C:11]1[CH:12]=[CH:13][CH:14]=[CH:15][CH:16]=1)[C:22]1[CH:27]=[CH:26][CH:25]=[CH:24][CH:23]=1. The catalyst class is: 64.